This data is from Full USPTO retrosynthesis dataset with 1.9M reactions from patents (1976-2016). The task is: Predict the reactants needed to synthesize the given product. (1) Given the product [CH2:17]([CH:8]1[CH2:7][C:6]2[S:5][C:4]3[C:13](=[CH:14][CH:15]=[C:2]([C:20]4[S:19][CH:23]=[CH:22][CH:21]=4)[CH:3]=3)[C:12](=[O:16])[C:11]=2[CH2:10][CH2:9]1)[CH3:18], predict the reactants needed to synthesize it. The reactants are: Br[C:2]1[CH:3]=[C:4]2[C:13](=[CH:14][CH:15]=1)[C:12](=[O:16])[C:11]1[CH2:10][CH2:9][CH:8]([CH2:17][CH3:18])[CH2:7][C:6]=1[S:5]2.[S:19]1[CH:23]=[CH:22][CH:21]=[C:20]1B(O)O.C(=O)([O-])[O-].[Na+].[Na+]. (2) The reactants are: [CH3:1][C:2]1[O:6][C:5]([C:7]([O:9]C)=[O:8])=[CH:4][C:3]=1[C:11]1[N:15]([CH3:16])[N:14]=[CH:13][CH:12]=1.[Cl:17]N1C(=O)CCC1=O.[OH-].[Na+]. Given the product [Cl:17][C:12]1[CH:13]=[N:14][N:15]([CH3:16])[C:11]=1[C:3]1[CH:4]=[C:5]([C:7]([OH:9])=[O:8])[O:6][C:2]=1[CH3:1], predict the reactants needed to synthesize it. (3) Given the product [C:1]([O:4][C:5]1[CH:12]=[CH:11][C:8]([CH2:9][I:13])=[CH:7][CH:6]=1)(=[O:3])[CH3:2], predict the reactants needed to synthesize it. The reactants are: [C:1]([O:4][C:5]1[CH:12]=[CH:11][C:8]([CH2:9]O)=[CH:7][CH:6]=1)(=[O:3])[CH3:2].[I-:13].[Cs+].B(F)(F)F.CCOCC.